From a dataset of Full USPTO retrosynthesis dataset with 1.9M reactions from patents (1976-2016). Predict the reactants needed to synthesize the given product. (1) Given the product [N:1]([CH2:4][C@H:5]([NH:13][C:25]([C:16]1[N:17]([CH3:24])[C:18]2[C:23]([CH:15]=1)=[C:22]([OH:29])[CH:21]=[CH:20][CH:19]=2)=[O:27])[CH2:6][C:7]1[CH:12]=[CH:11][CH:10]=[CH:9][CH:8]=1)=[N+:2]=[N-:3], predict the reactants needed to synthesize it. The reactants are: [N:1]([CH2:4][C@H:5]([NH2:13])[CH2:6][C:7]1[CH:12]=[CH:11][CH:10]=[CH:9][CH:8]=1)=[N+:2]=[N-:3].O[C:15]1[C:23]2[C:18](=[CH:19][CH:20]=[CH:21][CH:22]=2)[N:17]([CH3:24])[C:16]=1[C:25]([OH:27])=O.C[OH:29]. (2) Given the product [F:1][C:2]1[CH:7]=[CH:6][C:5]([CH:8]([CH:10]2[CH2:15][CH2:14][N:13]([CH3:16])[CH2:12][CH2:11]2)[OH:9])=[CH:4][CH:3]=1, predict the reactants needed to synthesize it. The reactants are: [F:1][C:2]1[CH:7]=[CH:6][C:5]([C:8]([CH:10]2[CH2:15][CH2:14][N:13]([CH3:16])[CH2:12][CH2:11]2)=[O:9])=[CH:4][CH:3]=1.[BH4-].[Na+]. (3) Given the product [C:18]([C:15]1[CH:16]=[CH:17][N:13]([C:11]2[N:10]([C:21]3[CH:22]=[N:23][C:24]([O:27][CH3:28])=[CH:25][CH:26]=3)[N:9]=[C:8]([C:6]([OH:7])=[O:5])[CH:12]=2)[CH:14]=1)(=[O:20])[NH2:19], predict the reactants needed to synthesize it. The reactants are: [OH-].[Na+].C([O:5][C:6]([C:8]1[CH:12]=[C:11]([N:13]2[CH:17]=[CH:16][C:15]([C:18](=[O:20])[NH2:19])=[CH:14]2)[N:10]([C:21]2[CH:22]=[N:23][C:24]([O:27][CH3:28])=[CH:25][CH:26]=2)[N:9]=1)=[O:7])C.O1CCCC1.Cl.